From a dataset of Retrosynthesis with 50K atom-mapped reactions and 10 reaction types from USPTO. Predict the reactants needed to synthesize the given product. (1) Given the product NCc1ccc(Oc2ccc(F)cc2)s1, predict the reactants needed to synthesize it. The reactants are: N#Cc1ccc(Oc2ccc(F)cc2)s1. (2) Given the product Cc1cc(OC(=O)c2c(-c3ccccc3)noc2C)c2ccccc2n1, predict the reactants needed to synthesize it. The reactants are: Cc1cc(O)c2ccccc2n1.Cc1onc(-c2ccccc2)c1C(=O)Cl. (3) The reactants are: C#CCCCC(=O)O.O=C1N[C@@H](Cc2ccccc2)CO1. Given the product C#CCCCC(=O)N1C(=O)OC[C@@H]1Cc1ccccc1, predict the reactants needed to synthesize it. (4) Given the product NNc1ncc(Cl)cc1Cl, predict the reactants needed to synthesize it. The reactants are: Clc1cnc(Cl)c(Cl)c1.NN. (5) Given the product CC(C)C(O)CCc1cccc(OCCN)c1, predict the reactants needed to synthesize it. The reactants are: CC(C)C(O)C#Cc1cccc(OCCN)c1. (6) Given the product Cc1ccccc1CN(c1ccc(C#N)c(Cl)c1)[C@H]1CC(=O)N(CCCO)C1, predict the reactants needed to synthesize it. The reactants are: C=CCN1C[C@@H](N(Cc2ccccc2C)c2ccc(C#N)c(Cl)c2)CC1=O.OO. (7) Given the product Cn1nnnc1-c1cccc(NC(=O)Oc2ccccc2)c1, predict the reactants needed to synthesize it. The reactants are: Cn1nnnc1-c1cccc(N)c1.O=C(Cl)Oc1ccccc1. (8) Given the product CS(=O)(=O)NCCc1c[nH]c2ccccc12, predict the reactants needed to synthesize it. The reactants are: CS(=O)(=O)Cl.NCCc1c[nH]c2ccccc12. (9) Given the product COc1ccc(Cn2c3c(c(=O)n2-c2ccc(F)cc2F)[C@H]2CC[C@]3(C)C2(C)C)cc1, predict the reactants needed to synthesize it. The reactants are: CC1(C)[C@@H]2CC[C@@]1(C)c1[nH]n(-c3ccc(F)cc3F)c(=O)c12.COc1ccc(CBr)cc1. (10) Given the product CC(C)(C)OC(=O)N1CC[C@H](N(c2cccnc2)c2ccc(F)c(Cl)c2)C1, predict the reactants needed to synthesize it. The reactants are: Brc1cccnc1.CC(C)(C)OC(=O)N1CC[C@H](Nc2ccc(F)c(Cl)c2)C1.